Task: Predict the product of the given reaction.. Dataset: Forward reaction prediction with 1.9M reactions from USPTO patents (1976-2016) (1) Given the reactants [CH2:1]([N:8]1[C:21](=[O:22])[C:20]2[C:11](=[N:12][C:13]3[C:18]([CH:19]=2)=[CH:17][CH:16]=[CH:15][CH:14]=3)[N:10]=[C:9]1[CH:23](Br)[CH2:24][CH3:25])[C:2]1[CH:7]=[CH:6][CH:5]=[CH:4][CH:3]=1.[NH2:27][CH2:28][CH2:29][CH2:30][NH:31][C:32](=[O:38])[O:33][C:34]([CH3:37])([CH3:36])[CH3:35], predict the reaction product. The product is: [C:34]([O:33][C:32](=[O:38])[NH:31][CH2:30][CH2:29][CH2:28][NH:27][CH:23]([C:9]1[N:8]([CH2:1][C:2]2[CH:3]=[CH:4][CH:5]=[CH:6][CH:7]=2)[C:21](=[O:22])[C:20]2[C:11]([N:10]=1)=[N:12][C:13]1[C:18]([CH:19]=2)=[CH:17][CH:16]=[CH:15][CH:14]=1)[CH2:24][CH3:25])([CH3:37])([CH3:35])[CH3:36]. (2) Given the reactants [F:1][C:2]([C:5]1[CH:10]=[CH:9][C:8]([C:11]2[C:15]([CH2:16][OH:17])=[C:14]([C:18]([F:21])([F:20])[F:19])[S:13][N:12]=2)=[CH:7][CH:6]=1)([F:4])[CH3:3].O[C:23]1[CH:28]=[CH:27][C:26]([CH2:29][CH2:30][C:31]([O:33]CC)=[O:32])=[C:25]([CH3:36])[C:24]=1[CH3:37], predict the reaction product. The product is: [F:4][C:2]([C:5]1[CH:6]=[CH:7][C:8]([C:11]2[C:15]([CH2:16][O:17][C:23]3[CH:28]=[CH:27][C:26]([CH2:29][CH2:30][C:31]([OH:33])=[O:32])=[C:25]([CH3:36])[C:24]=3[CH3:37])=[C:14]([C:18]([F:19])([F:20])[F:21])[S:13][N:12]=2)=[CH:9][CH:10]=1)([F:1])[CH3:3]. (3) The product is: [N:3]1[CH:4]=[CH:5][CH:6]=[CH:7][C:2]=1[NH:1][C:39]([C:23]1[C:24]2[N:25]=[CH:26][C:27]([CH2:30][N:31]3[CH2:36][CH2:35][N:34]([CH2:37][CH3:38])[CH2:33][CH2:32]3)=[N:28][C:29]=2[C:20]([C:10]2[C:9]([Cl:8])=[C:14]([O:15][CH3:16])[CH:13]=[C:12]([O:17][CH3:18])[C:11]=2[Cl:19])=[CH:21][CH:22]=1)=[O:40]. Given the reactants [NH2:1][C:2]1[CH:7]=[CH:6][CH:5]=[CH:4][N:3]=1.[Cl:8][C:9]1[C:14]([O:15][CH3:16])=[CH:13][C:12]([O:17][CH3:18])=[C:11]([Cl:19])[C:10]=1[C:20]1[C:29]2[N:28]=[C:27]([CH2:30][N:31]3[CH2:36][CH2:35][N:34]([CH2:37][CH3:38])[CH2:33][CH2:32]3)[CH:26]=[N:25][C:24]=2[C:23]([C:39](O)=[O:40])=[CH:22][CH:21]=1, predict the reaction product. (4) The product is: [Br:1][C:2]1[CH:3]=[C:4]([CH:7]=[C:8]([O:11][CH3:12])[C:9]=1[O:10][CH2:35][CH2:34][CH2:33][F:32])[CH:5]=[O:6]. Given the reactants [Br:1][C:2]1[CH:3]=[C:4]([CH:7]=[C:8]([O:11][CH3:12])[C:9]=1[OH:10])[CH:5]=[O:6].C1(P(C2C=CC=CC=2)C2C=CC=CC=2)C=CC=CC=1.[F:32][CH2:33][CH2:34][CH2:35]O.N(C(OCC)=O)=NC(OCC)=O, predict the reaction product. (5) Given the reactants [CH:1]1([C@:4]([OH:32])([CH3:31])[CH2:5][NH:6][C:7]([C:9]2[CH:14]=[N:13][C:12]([C:15]#[C:16][Si](CC)(CC)CC)=[C:11]([C:24]3[CH:29]=[CH:28][C:27]([Cl:30])=[CH:26][CH:25]=3)[N:10]=2)=[O:8])[CH2:3][CH2:2]1.[F-].[NH4+], predict the reaction product. The product is: [CH:1]1([C@:4]([OH:32])([CH3:31])[CH2:5][NH:6][C:7]([C:9]2[CH:14]=[N:13][C:12]([C:15]#[CH:16])=[C:11]([C:24]3[CH:29]=[CH:28][C:27]([Cl:30])=[CH:26][CH:25]=3)[N:10]=2)=[O:8])[CH2:3][CH2:2]1.